This data is from Full USPTO retrosynthesis dataset with 1.9M reactions from patents (1976-2016). The task is: Predict the reactants needed to synthesize the given product. (1) Given the product [ClH:35].[CH:25]1([C:22]2[CH:23]=[CH:24][C:19]([CH2:18][O:17][C:13]3[C:12]([CH3:34])=[C:11]4[C:16](=[CH:15][CH:14]=3)[NH:8][CH2:9][CH2:10]4)=[CH:20][C:21]=2[N:31]([CH3:32])[CH3:33])[CH2:26][CH2:27][CH2:28][CH2:29][CH2:30]1, predict the reactants needed to synthesize it. The reactants are: C(OC([N:8]1[C:16]2[C:11](=[C:12]([CH3:34])[C:13]([O:17][CH2:18][C:19]3[CH:24]=[CH:23][C:22]([CH:25]4[CH2:30][CH2:29][CH2:28][CH2:27][CH2:26]4)=[C:21]([N:31]([CH3:33])[CH3:32])[CH:20]=3)=[CH:14][CH:15]=2)[CH2:10][CH2:9]1)=O)(C)(C)C.[ClH:35].O1CCOCC1. (2) Given the product [F:18][C:14]1[CH:13]=[C:12]([C:19]([NH2:21])=[O:20])[C:11]2[C:16](=[CH:17][N:9]([C:6]3[CH:5]=[CH:4][C:3]([C:1]4[NH:24][N:23]=[N:22][N:2]=4)=[CH:8][CH:7]=3)[N:10]=2)[CH:15]=1, predict the reactants needed to synthesize it. The reactants are: [C:1]([C:3]1[CH:8]=[CH:7][C:6]([N:9]2[CH:17]=[C:16]3[C:11]([C:12]([C:19]([NH2:21])=[O:20])=[CH:13][C:14]([F:18])=[CH:15]3)=[N:10]2)=[CH:5][CH:4]=1)#[N:2].[N-:22]=[N+:23]=[N-:24].[Na+].[Cl-].[NH4+].